From a dataset of NCI-60 drug combinations with 297,098 pairs across 59 cell lines. Regression. Given two drug SMILES strings and cell line genomic features, predict the synergy score measuring deviation from expected non-interaction effect. (1) Drug 2: C1=CC=C(C(=C1)C(C2=CC=C(C=C2)Cl)C(Cl)Cl)Cl. Cell line: SK-OV-3. Synergy scores: CSS=11.5, Synergy_ZIP=-1.20, Synergy_Bliss=2.24, Synergy_Loewe=3.23, Synergy_HSA=2.92. Drug 1: CC(CN1CC(=O)NC(=O)C1)N2CC(=O)NC(=O)C2. (2) Drug 1: CC12CCC(CC1=CCC3C2CCC4(C3CC=C4C5=CN=CC=C5)C)O. Drug 2: CC1=C2C(C(=O)C3(C(CC4C(C3C(C(C2(C)C)(CC1OC(=O)C(C(C5=CC=CC=C5)NC(=O)OC(C)(C)C)O)O)OC(=O)C6=CC=CC=C6)(CO4)OC(=O)C)OC)C)OC. Cell line: OVCAR3. Synergy scores: CSS=58.2, Synergy_ZIP=4.92, Synergy_Bliss=3.88, Synergy_Loewe=-16.3, Synergy_HSA=5.50. (3) Drug 1: C1=CC(=CC=C1CC(C(=O)O)N)N(CCCl)CCCl.Cl. Drug 2: C1CC(=O)NC(=O)C1N2C(=O)C3=CC=CC=C3C2=O. Cell line: COLO 205. Synergy scores: CSS=12.1, Synergy_ZIP=-0.765, Synergy_Bliss=-3.17, Synergy_Loewe=-19.4, Synergy_HSA=-7.84. (4) Drug 1: C1CCN(CC1)CCOC2=CC=C(C=C2)C(=O)C3=C(SC4=C3C=CC(=C4)O)C5=CC=C(C=C5)O. Drug 2: CC(C)CN1C=NC2=C1C3=CC=CC=C3N=C2N. Cell line: SK-MEL-2. Synergy scores: CSS=-6.10, Synergy_ZIP=1.16, Synergy_Bliss=-4.46, Synergy_Loewe=-5.12, Synergy_HSA=-7.47. (5) Drug 1: C1C(C(OC1N2C=C(C(=O)NC2=O)F)CO)O. Drug 2: C1CN(P(=O)(OC1)NCCCl)CCCl. Cell line: MALME-3M. Synergy scores: CSS=2.03, Synergy_ZIP=0.556, Synergy_Bliss=6.69, Synergy_Loewe=-0.849, Synergy_HSA=0.459. (6) Drug 1: CN(C)C1=NC(=NC(=N1)N(C)C)N(C)C. Drug 2: CNC(=O)C1=NC=CC(=C1)OC2=CC=C(C=C2)NC(=O)NC3=CC(=C(C=C3)Cl)C(F)(F)F. Cell line: TK-10. Synergy scores: CSS=22.8, Synergy_ZIP=-3.89, Synergy_Bliss=0.772, Synergy_Loewe=-25.4, Synergy_HSA=-3.07. (7) Drug 1: C1CNP(=O)(OC1)N(CCCl)CCCl. Drug 2: C1CCC(C(C1)N)N.C(=O)(C(=O)[O-])[O-].[Pt+4]. Cell line: HS 578T. Synergy scores: CSS=4.35, Synergy_ZIP=-2.00, Synergy_Bliss=-4.89, Synergy_Loewe=-22.2, Synergy_HSA=-3.38.